Dataset: NCI-60 drug combinations with 297,098 pairs across 59 cell lines. Task: Regression. Given two drug SMILES strings and cell line genomic features, predict the synergy score measuring deviation from expected non-interaction effect. Drug 1: CC1=C2C(C(=O)C3(C(CC4C(C3C(C(C2(C)C)(CC1OC(=O)C(C(C5=CC=CC=C5)NC(=O)OC(C)(C)C)O)O)OC(=O)C6=CC=CC=C6)(CO4)OC(=O)C)OC)C)OC. Drug 2: CC1=C2C(C(=O)C3(C(CC4C(C3C(C(C2(C)C)(CC1OC(=O)C(C(C5=CC=CC=C5)NC(=O)OC(C)(C)C)O)O)OC(=O)C6=CC=CC=C6)(CO4)OC(=O)C)O)C)O. Cell line: TK-10. Synergy scores: CSS=50.5, Synergy_ZIP=-2.52, Synergy_Bliss=-3.91, Synergy_Loewe=-4.82, Synergy_HSA=0.478.